This data is from Reaction yield outcomes from USPTO patents with 853,638 reactions. The task is: Predict the reaction yield, written as a fraction of the theoretical maximum amount of product (1.0 means a 100% yield; for example, 0.34 means a 34% yield). The reactants are C([NH:11][CH2:12][CH2:13][CH2:14][CH2:15][C:16]1[CH:21]=[CH:20][CH:19]=[CH:18][C:17]=1[O:22][CH2:23][CH:24]([OH:27])[CH2:25][OH:26])(OCC1C=CC=CC=1)=O.[H][H]. The catalyst is CO.[Pd]. The product is [OH:27][CH:24]([CH2:25][OH:26])[CH2:23][O:22][C:17]1[CH:18]=[CH:19][CH:20]=[CH:21][C:16]=1[CH2:15][CH2:14][CH2:13][CH2:12][NH2:11]. The yield is 0.660.